From a dataset of Forward reaction prediction with 1.9M reactions from USPTO patents (1976-2016). Predict the product of the given reaction. (1) The product is: [CH:7]1([C:10]([O:4][C:2]([CH3:5])([CH3:3])[CH3:1])=[O:11])[CH2:9][CH2:8]1. Given the reactants [CH3:1][C:2]([CH3:5])([O-:4])[CH3:3].[K+].[CH:7]1([C:10](Cl)=[O:11])[CH2:9][CH2:8]1, predict the reaction product. (2) The product is: [CH:1]1([NH:7][S:8]([C:11]2[C:20]3[C:15](=[CH:16][CH:17]=[CH:18][CH:19]=3)[C:14]([CH2:21][NH2:22])=[CH:13][CH:12]=2)(=[O:10])=[O:9])[CH2:2][CH2:3][CH2:4][CH2:5][CH2:6]1. Given the reactants [CH:1]1([NH:7][S:8]([C:11]2[C:20]3[C:15](=[CH:16][CH:17]=[CH:18][CH:19]=3)[C:14]([CH2:21][N:22]3C(=O)C4C(=CC=CC=4)C3=O)=[CH:13][CH:12]=2)(=[O:10])=[O:9])[CH2:6][CH2:5][CH2:4][CH2:3][CH2:2]1.NN, predict the reaction product.